From a dataset of NCI-60 drug combinations with 297,098 pairs across 59 cell lines. Regression. Given two drug SMILES strings and cell line genomic features, predict the synergy score measuring deviation from expected non-interaction effect. (1) Drug 1: C1CC(C1)(C(=O)O)C(=O)O.[NH2-].[NH2-].[Pt+2]. Drug 2: COCCOC1=C(C=C2C(=C1)C(=NC=N2)NC3=CC=CC(=C3)C#C)OCCOC. Cell line: HT29. Synergy scores: CSS=44.5, Synergy_ZIP=0.150, Synergy_Bliss=6.23, Synergy_Loewe=-2.64, Synergy_HSA=7.50. (2) Drug 1: CCC1=CC2CC(C3=C(CN(C2)C1)C4=CC=CC=C4N3)(C5=C(C=C6C(=C5)C78CCN9C7C(C=CC9)(C(C(C8N6C)(C(=O)OC)O)OC(=O)C)CC)OC)C(=O)OC.C(C(C(=O)O)O)(C(=O)O)O. Drug 2: C(=O)(N)NO. Cell line: UO-31. Synergy scores: CSS=4.77, Synergy_ZIP=-2.38, Synergy_Bliss=-3.15, Synergy_Loewe=-1.52, Synergy_HSA=-1.04. (3) Drug 1: CN(C)N=NC1=C(NC=N1)C(=O)N. Drug 2: CC(C1=C(C=CC(=C1Cl)F)Cl)OC2=C(N=CC(=C2)C3=CN(N=C3)C4CCNCC4)N. Cell line: SF-268. Synergy scores: CSS=-7.09, Synergy_ZIP=2.03, Synergy_Bliss=2.81, Synergy_Loewe=-8.51, Synergy_HSA=-3.25.